Dataset: Reaction yield outcomes from USPTO patents with 853,638 reactions. Task: Predict the reaction yield, written as a fraction of the theoretical maximum amount of product (1.0 means a 100% yield; for example, 0.34 means a 34% yield). (1) The reactants are C[O:2][C:3]([C:5]1[CH:19]=[CH:18][C:8]2[NH:9][C:10]([C:12]3[CH:17]=[CH:16][CH:15]=[CH:14][CH:13]=3)=[N:11][C:7]=2[CH:6]=1)=O.[H-].[H-].[H-].[H-].[Li+].[Al+3].O.[OH-].[Na+]. The catalyst is C1COCC1. The product is [C:12]1([C:10]2[NH:9][C:8]3[CH:18]=[CH:19][C:5]([CH2:3][OH:2])=[CH:6][C:7]=3[N:11]=2)[CH:17]=[CH:16][CH:15]=[CH:14][CH:13]=1. The yield is 0.748. (2) The reactants are C[Si](C)(C)[C:3]#[C:4][C:5]1[CH2:10][CH2:9][CH:8]([NH:11][C:12](=[O:18])[O:13][C:14]([CH3:17])([CH3:16])[CH3:15])[CH2:7][CH:6]=1.[F-].C([N+](CCCC)(CCCC)CCCC)CCC.C([O-])([O-])=O.[Na+].[Na+]. The catalyst is C1COCC1. The product is [C:4]([C:5]1[CH2:10][CH2:9][CH:8]([NH:11][C:12](=[O:18])[O:13][C:14]([CH3:16])([CH3:15])[CH3:17])[CH2:7][CH:6]=1)#[CH:3]. The yield is 0.990. (3) The reactants are [O:1]=[C:2]1[C:7]2[N:8]3[C:14](=[C:15]([C:16]#[N:17])[C:6]=2[N:5]=[CH:4][NH:3]1)[CH2:13][CH2:12][CH2:11][CH2:10][CH2:9]3.Cl.C(O)(=[O:21])C. The catalyst is S(=O)(=O)(O)O. The product is [O:1]=[C:2]1[C:7]2[N:8]3[C:14](=[C:15]([C:16]([NH2:17])=[O:21])[C:6]=2[N:5]=[CH:4][NH:3]1)[CH2:13][CH2:12][CH2:11][CH2:10][CH2:9]3. The yield is 0.650.